From a dataset of M1 muscarinic receptor agonist screen with 61,833 compounds. Binary Classification. Given a drug SMILES string, predict its activity (active/inactive) in a high-throughput screening assay against a specified biological target. (1) The molecule is s1c(C(=O)NC(C)(C)C)c(cc1)C(O)=O. The result is 0 (inactive). (2) The drug is Oc1c(cc(cc1)C(=O)C)CO. The result is 0 (inactive). (3) The compound is S(c1n(c(nn1)c1cc(NC(=O)CC)ccc1)C)CC(=O)c1ccccc1. The result is 0 (inactive). (4) The drug is S(=O)(=O)(Cc1ccccc1)CC(=O)Nc1cccnc1. The result is 0 (inactive). (5) The drug is O(CCn1c2nc3n(c(=O)c2cc(c1=N)C(=O)NCc1occc1)cccc3)C. The result is 1 (active). (6) The molecule is S(=O)(=O)(Cc1oc(C(=O)NCCN2CCCCCC2)cc1)c1c(OC)cccc1. The result is 0 (inactive). (7) The drug is O=c1c2c(n(CC)cc1C(O)=O)nc(cc2)C. The result is 0 (inactive).